This data is from Forward reaction prediction with 1.9M reactions from USPTO patents (1976-2016). The task is: Predict the product of the given reaction. (1) Given the reactants O=[C:2]1[C:10]2[C:5](=[CH:6][C:7]([O:11][C:12]3[CH:20]=[CH:19][C:15]([C:16]([NH2:18])=[O:17])=[CH:14][N:13]=3)=[CH:8][CH:9]=2)[CH2:4][CH2:3]1.[CH3:21][C:22]1[CH:23]=[C:24]([CH2:28][CH2:29][NH2:30])[CH:25]=[CH:26][CH:27]=1.C1COCC1.[BH3-]C#N.[Na+], predict the reaction product. The product is: [C:22]1([CH3:21])[CH:27]=[CH:26][CH:25]=[C:24]([CH2:28][CH2:29][NH:30][CH:2]2[C:10]3[C:5](=[CH:6][C:7]([O:11][C:12]4[CH:20]=[CH:19][C:15]([C:16]([NH2:18])=[O:17])=[CH:14][N:13]=4)=[CH:8][CH:9]=3)[CH2:4][CH2:3]2)[CH:23]=1. (2) The product is: [C:33]([NH:36][C:37]1[CH:42]=[CH:41][C:40]([C:2]2[CH:7]=[CH:6][C:5]([C@@H:8]([N:15]([CH3:16])[C:22](=[O:24])[CH2:21][N:20]([CH2:19][C:17]#[N:18])[C:25]3[CH:30]=[CH:29][C:28]([Cl:31])=[C:27]([Cl:32])[CH:26]=3)[CH2:9][N:10]3[CH2:14][CH2:13][CH2:12][CH2:11]3)=[CH:4][CH:3]=2)=[CH:39][CH:38]=1)(=[O:35])[CH3:34]. Given the reactants Br[C:2]1[CH:7]=[CH:6][C:5]([C@@H:8]([NH:15][CH3:16])[CH2:9][N:10]2[CH2:14][CH2:13][CH2:12][CH2:11]2)=[CH:4][CH:3]=1.[C:17]([CH2:19][N:20]([C:25]1[CH:30]=[CH:29][C:28]([Cl:31])=[C:27]([Cl:32])[CH:26]=1)[CH2:21][C:22]([OH:24])=O)#[N:18].[C:33]([NH:36][C:37]1[CH:42]=[CH:41][C:40](B(O)O)=[CH:39][CH:38]=1)(=[O:35])[CH3:34], predict the reaction product. (3) Given the reactants [Si:1]([O:8][CH2:9][C@H:10]1[O:15][C@:14]([C:18]2[CH:23]=[CH:22][C:21]([Cl:24])=[C:20]([CH2:25][C:26]3[CH:31]=[CH:30][C:29]([O:32][CH2:33][CH3:34])=[C:28]([F:35])[CH:27]=3)[CH:19]=2)([O:16][CH3:17])[C@H:13]([OH:36])[C@@H:12]([OH:37])[C@@H:11]1[OH:38])([C:4]([CH3:7])([CH3:6])[CH3:5])([CH3:3])[CH3:2].[H-].[Na+].[CH2:41](Br)[C:42]1[CH:47]=[CH:46][CH:45]=[CH:44][CH:43]=1, predict the reaction product. The product is: [CH2:41]([O:38][C@H:11]1[C@H:12]([O:37][CH2:25][C:26]2[CH:31]=[CH:30][CH:29]=[CH:28][CH:27]=2)[C@@H:13]([O:36][CH2:14][C:18]2[CH:23]=[CH:22][CH:21]=[CH:20][CH:19]=2)[C@@:14]([C:18]2[CH:23]=[CH:22][C:21]([Cl:24])=[C:20]([CH2:25][C:26]3[CH:31]=[CH:30][C:29]([O:32][CH2:33][CH3:34])=[C:28]([F:35])[CH:27]=3)[CH:19]=2)([O:16][CH3:17])[O:15][C@@H:10]1[CH2:9][O:8][Si:1]([C:4]([CH3:7])([CH3:5])[CH3:6])([CH3:3])[CH3:2])[C:42]1[CH:47]=[CH:46][CH:45]=[CH:44][CH:43]=1.